Dataset: Forward reaction prediction with 1.9M reactions from USPTO patents (1976-2016). Task: Predict the product of the given reaction. (1) Given the reactants [SH:1][C:2]1[CH:9]=[CH:8][CH:7]=[CH:6][C:3]=1[C:4]#[N:5].[Cl-].[NH4+].[N-:12]=[N+:13]=[N-:14].[Na+].N#N.Cl, predict the reaction product. The product is: [N:5]1[NH:12][N:13]=[N:14][C:4]=1[C:3]1[CH:6]=[CH:7][CH:8]=[CH:9][C:2]=1[SH:1]. (2) Given the reactants [CH3:1][C:2]1([CH3:20])[CH2:6][N:5]([C:7]2[N:12]=[CH:11][C:10]([C:13]#[C:14][Si](C)(C)C)=[CH:9]N=2)[C:4](=[O:19])[CH2:3]1.[F:21][C:22]1[CH:27]=[CH:26][C:25](I)=[CH:24][CH:23]=1.[CH3:29]CN(CC)CC.CCCC[N+](CCCC)(CCCC)CCCC.[F-].C1COCC1, predict the reaction product. The product is: [F:21][C:22]1[CH:27]=[CH:26][C:25]([C:14]#[C:13][C:10]2[CH:9]=[CH:29][C:7]([N:5]3[CH2:6][C:2]([CH3:1])([CH3:20])[CH2:3][C:4]3=[O:19])=[N:12][CH:11]=2)=[CH:24][CH:23]=1. (3) Given the reactants [CH3:1][O:2][CH2:3][C@@H:4]1[CH2:8][NH:7][C@H:6]([C:9]2[NH:10][C:11]([C:14]3[CH:19]=[C:18]4[CH2:20][O:21][C:22]5[CH:53]=[C:52]6[C:25]([CH:26]=[CH:27][C:28]7[N:32]=[C:31]([C@@H:33]8[CH2:37][CH2:36][CH2:35][N:34]8[C:38](=[O:51])[C@H:39]([NH:46][C:47](=[O:50])[O:48][CH3:49])[C:40]8[CH:45]=[CH:44][CH:43]=[CH:42][CH:41]=8)[NH:30][C:29]=76)=[CH:24][C:23]=5[C:17]4=[CH:16][CH:15]=3)=[CH:12][N:13]=2)[CH2:5]1.[CH3:54][O:55][C:56]([NH:58][C@@H:59]([CH:63]([CH3:65])[CH3:64])[C:60](O)=[O:61])=[O:57].CN(C(ON1N=NC2C=CC=NC1=2)=[N+](C)C)C.F[P-](F)(F)(F)(F)F.CCN(C(C)C)C(C)C, predict the reaction product. The product is: [CH3:49][O:48][C:47]([NH:46][C@H:39]([C:40]1[CH:41]=[CH:42][CH:43]=[CH:44][CH:45]=1)[C:38]([N:34]1[CH2:35][CH2:36][CH2:37][C@H:33]1[C:31]1[NH:30][C:29]2[C:52]3[C:25]([CH:26]=[CH:27][C:28]=2[N:32]=1)=[CH:24][C:23]1[C:17]2[C:18]([CH2:20][O:21][C:22]=1[CH:53]=3)=[CH:19][C:14]([C:11]1[NH:10][C:9]([C@@H:6]3[CH2:5][C@H:4]([CH2:3][O:2][CH3:1])[CH2:8][N:7]3[C:60](=[O:61])[C@@H:59]([NH:58][C:56](=[O:57])[O:55][CH3:54])[CH:63]([CH3:65])[CH3:64])=[N:13][CH:12]=1)=[CH:15][CH:16]=2)=[O:51])=[O:50]. (4) Given the reactants [O:1]([C:8]1[CH:16]=[CH:15][C:11]([C:12]([OH:14])=O)=[CH:10][CH:9]=1)[C:2]1[CH:7]=[CH:6][CH:5]=[CH:4][CH:3]=1.[CH3:17][O:18][C:19]1[CH:28]=[CH:27][C:26]([N:29]2[CH2:34][CH2:33][N:32]([CH3:35])[CH2:31][CH2:30]2)=[C:25]2[C:20]=1[CH2:21][CH2:22][NH:23][CH2:24]2.C(N(CC)CC)C.CN(C(ON1N=NC2C=CC=NC1=2)=[N+](C)C)C.F[P-](F)(F)(F)(F)F.C(=O)([O-])[O-].[K+].[K+], predict the reaction product. The product is: [CH3:17][O:18][C:19]1[CH:28]=[CH:27][C:26]([N:29]2[CH2:30][CH2:31][N:32]([CH3:35])[CH2:33][CH2:34]2)=[C:25]2[C:20]=1[CH2:21][CH2:22][N:23]([C:12]([C:11]1[CH:10]=[CH:9][C:8]([O:1][C:2]3[CH:3]=[CH:4][CH:5]=[CH:6][CH:7]=3)=[CH:16][CH:15]=1)=[O:14])[CH2:24]2. (5) Given the reactants [SH:1][C:2]1[CH:3]=[C:4]([CH:6]=[CH:7][CH:8]=1)[NH2:5].C(=O)([O-])[O-].[K+].[K+].[C:15]1([CH:21](Br)[CH3:22])[CH:20]=[CH:19][CH:18]=[CH:17][CH:16]=1.O, predict the reaction product. The product is: [C:15]1([CH:21]([S:1][C:2]2[CH:3]=[C:4]([CH:6]=[CH:7][CH:8]=2)[NH2:5])[CH3:22])[CH:20]=[CH:19][CH:18]=[CH:17][CH:16]=1. (6) The product is: [NH2:1][CH2:4][CH2:5][C@@H:6]([C:24]1[CH:29]=[CH:28][C:27]([Cl:30])=[C:26]([Cl:31])[CH:25]=1)[CH2:7][N:8]1[CH2:15][C@@H:14]([CH3:16])[CH2:13][O:12][C:11]2[C:17]([C:21]#[N:22])=[CH:18][CH:19]=[CH:20][C:10]=2[C:9]1=[O:23]. Given the reactants [N:1]([CH2:4][CH2:5][C@@H:6]([C:24]1[CH:29]=[CH:28][C:27]([Cl:30])=[C:26]([Cl:31])[CH:25]=1)[CH2:7][N:8]1[CH2:15][C@@H:14]([CH3:16])[CH2:13][O:12][C:11]2[C:17]([C:21]#[N:22])=[CH:18][CH:19]=[CH:20][C:10]=2[C:9]1=[O:23])=[N+]=[N-].[BH4-].[Na+].S([O-])(=O)(=O)C.[OH-].[Na+], predict the reaction product.